This data is from Merck oncology drug combination screen with 23,052 pairs across 39 cell lines. The task is: Regression. Given two drug SMILES strings and cell line genomic features, predict the synergy score measuring deviation from expected non-interaction effect. Drug 1: C=CCn1c(=O)c2cnc(Nc3ccc(N4CCN(C)CC4)cc3)nc2n1-c1cccc(C(C)(C)O)n1. Drug 2: NC1(c2ccc(-c3nc4ccn5c(=O)[nH]nc5c4cc3-c3ccccc3)cc2)CCC1. Cell line: HT144. Synergy scores: synergy=8.61.